The task is: Predict the product of the given reaction.. This data is from Forward reaction prediction with 1.9M reactions from USPTO patents (1976-2016). (1) Given the reactants [F:1][C:2]1[C:7]([F:8])=[C:6]([O:9][CH3:10])[CH:5]=[CH:4][C:3]=1[C:11](=O)[CH2:12][CH3:13].C[Si](C)(C)N[Si](C)(C)C.[Li].Br[CH2:26][C:27]([O:29]C(C)(C)C)=O.[Cl-].[NH4+:35].C(O)(=O)C.O.[NH2:41]N, predict the reaction product. The product is: [F:1][C:2]1[C:7]([F:8])=[C:6]([O:9][CH3:10])[CH:5]=[CH:4][C:3]=1[C:11]1[CH:12]([CH3:13])[CH2:26][C:27](=[O:29])[NH:35][N:41]=1. (2) Given the reactants [Br:1][C:2]1[CH:3]=[C:4]([CH:9]=[CH:10][CH:11]=1)[C:5](=[O:8])[CH2:6]Br.Cl.[CH3:13][C:14]1[C:19]([C:20]([OH:22])=[O:21])=[CH:18][N:17]=[CH:16][CH:15]=1.C(=O)([O-])[O-].[K+].[K+].O, predict the reaction product. The product is: [CH3:13][C:14]1[CH:15]=[CH:16][N:17]=[CH:18][C:19]=1[C:20]([O:22][CH2:6][C:5]([C:4]1[CH:9]=[CH:10][CH:11]=[C:2]([Br:1])[CH:3]=1)=[O:8])=[O:21]. (3) The product is: [Br:1][C:2]1[CH:3]=[CH:4][C:5]2[C:6]3[N:15]([CH2:16][CH2:17][CH2:18][N:19]4[CH2:23][CH2:22][CH2:21][C:20]4=[O:24])[C:29]([CH2:28][CH2:27][O:26][CH3:25])=[N:12][C:7]=3[CH:8]=[N:9][C:10]=2[CH:11]=1. Given the reactants [Br:1][C:2]1[CH:11]=[C:10]2[C:5]([C:6]([NH:15][CH2:16][CH2:17][CH2:18][N:19]3[CH2:23][CH2:22][CH2:21][C:20]3=[O:24])=[C:7]([N+:12]([O-])=O)[CH:8]=[N:9]2)=[CH:4][CH:3]=1.[CH3:25][O:26][CH2:27][CH2:28][C:29](Cl)=O.C(N(CC)CC)C, predict the reaction product.